From a dataset of Forward reaction prediction with 1.9M reactions from USPTO patents (1976-2016). Predict the product of the given reaction. Given the reactants [Br:1][C:2]1[CH:3]=[N:4][C:5](I)=[N:6][CH:7]=1.C([Li])CCC.[C:14]1(=[O:18])[CH2:17][CH2:16][CH2:15]1, predict the reaction product. The product is: [Br:1][C:2]1[CH:3]=[N:4][C:5]([C:14]2([OH:18])[CH2:17][CH2:16][CH2:15]2)=[N:6][CH:7]=1.